This data is from Catalyst prediction with 721,799 reactions and 888 catalyst types from USPTO. The task is: Predict which catalyst facilitates the given reaction. (1) Reactant: [NH:1]([C:8]([O:10][C:11]([CH3:14])([CH3:13])[CH3:12])=[O:9])[C@H:2]([C:5]([OH:7])=[O:6])[CH2:3][OH:4].[H-].[Na+].[CH2:17](Br)[CH:18]=[CH2:19]. Product: [NH:1]([C:8]([O:10][C:11]([CH3:14])([CH3:13])[CH3:12])=[O:9])[C@H:2]([C:5]([OH:7])=[O:6])[CH2:3][O:4][CH2:19][CH:18]=[CH2:17]. The catalyst class is: 3. (2) Reactant: [OH-].[Na+].C([O:6][C:7]1[CH:31]=[CH:30][C:29]([O:32][CH2:33][CH3:34])=[CH:28][C:8]=1[C:9]([NH:11][C:12]1[CH:21]=[C:20]([C:22]2[CH:27]=[CH:26][CH:25]=[CH:24][CH:23]=2)[CH:19]=[CH:18][C:13]=1[C:14]([O:16]C)=[O:15])=[O:10])(=O)C.Cl. Product: [CH2:33]([O:32][C:29]1[CH:30]=[CH:31][C:7]([OH:6])=[C:8]([CH:28]=1)[C:9]([NH:11][C:12]1[CH:21]=[C:20]([C:22]2[CH:27]=[CH:26][CH:25]=[CH:24][CH:23]=2)[CH:19]=[CH:18][C:13]=1[C:14]([OH:16])=[O:15])=[O:10])[CH3:34]. The catalyst class is: 5.